From a dataset of NCI-60 drug combinations with 297,098 pairs across 59 cell lines. Regression. Given two drug SMILES strings and cell line genomic features, predict the synergy score measuring deviation from expected non-interaction effect. Drug 1: CC=C1C(=O)NC(C(=O)OC2CC(=O)NC(C(=O)NC(CSSCCC=C2)C(=O)N1)C(C)C)C(C)C. Drug 2: C1CN(CCN1C(=O)CCBr)C(=O)CCBr. Cell line: OVCAR-4. Synergy scores: CSS=22.5, Synergy_ZIP=-2.47, Synergy_Bliss=-1.12, Synergy_Loewe=-3.87, Synergy_HSA=-1.44.